From a dataset of Full USPTO retrosynthesis dataset with 1.9M reactions from patents (1976-2016). Predict the reactants needed to synthesize the given product. (1) The reactants are: CC1C=CC(S(O[CH2:12][CH:13]2[CH2:18][CH2:17][N:16]([CH2:19][C:20]3[O:24][N:23]=[C:22]([C:25]4[CH:30]=[CH:29][CH:28]=[CH:27][CH:26]=4)[CH:21]=3)[CH2:15][CH2:14]2)(=O)=O)=CC=1.[C:31]1([CH:37]2[C:46]3[C:41](=[CH:42][CH:43]=[CH:44][CH:45]=3)[C:40](=[O:47])[NH:39][CH2:38]2)[CH:36]=[CH:35][CH:34]=[CH:33][CH:32]=1.ClC1C=C2C(=CC=1)C(=O)NCC2. Given the product [C:31]1([CH:37]2[C:46]3[C:41](=[CH:42][CH:43]=[CH:44][CH:45]=3)[C:40](=[O:47])[N:39]([CH2:12][CH:13]3[CH2:14][CH2:15][N:16]([CH2:19][C:20]4[O:24][N:23]=[C:22]([C:25]5[CH:26]=[CH:27][CH:28]=[CH:29][CH:30]=5)[CH:21]=4)[CH2:17][CH2:18]3)[CH2:38]2)[CH:32]=[CH:33][CH:34]=[CH:35][CH:36]=1, predict the reactants needed to synthesize it. (2) Given the product [NH:45]1[CH:42]=[CH:43][C:38]([C@@H:39]([NH:44][C:17]([C:16]2[C:11]3[CH:10]=[N:9][N:8]([C:5]4[CH:4]=[CH:3][C:2]([F:1])=[CH:7][CH:6]=4)[C:12]=3[CH:13]=[N:14][CH:15]=2)=[O:19])[CH2:40][CH3:41])=[N:37]1, predict the reactants needed to synthesize it. The reactants are: [F:1][C:2]1[CH:7]=[CH:6][C:5]([N:8]2[C:12]3[CH:13]=[N:14][CH:15]=[C:16]([C:17]([OH:19])=O)[C:11]=3[CH:10]=[N:9]2)=[CH:4][CH:3]=1.C1CN([P+](O[N:37]2[N:45]=[N:44][C:39]3[CH:40]=[CH:41][CH:42]=[CH:43][C:38]2=3)(N2CCCC2)N2CCCC2)CC1.F[P-](F)(F)(F)(F)F.CCN(CC)CC.C1(C)C=CC(S(N2C=CC([C@@H](N)CC)=N2)(=O)=O)=CC=1. (3) Given the product [CH:27]([C:24]1[S:25][CH:26]=[C:22]([C:20]([N:16]2[CH2:15][C:14]3([CH2:30][CH2:31][N:11]([CH2:10][CH2:9][CH2:8][CH2:7][CH2:6][CH2:5][CH2:4][CH2:3][C:2](=[O:1])[CH3:32])[CH2:12][CH2:13]3)[O:19][CH2:18][CH2:17]2)=[O:21])[N:23]=1)([CH3:29])[CH3:28], predict the reactants needed to synthesize it. The reactants are: [OH:1][CH:2]([CH3:32])[CH2:3][CH2:4][CH2:5][CH2:6][CH2:7][CH2:8][CH2:9][CH2:10][N:11]1[CH2:31][CH2:30][C:14]2([O:19][CH2:18][CH2:17][N:16]([C:20]([C:22]3[N:23]=[C:24]([CH:27]([CH3:29])[CH3:28])[S:25][CH:26]=3)=[O:21])[CH2:15]2)[CH2:13][CH2:12]1.FC(F)(F)C(O)=O.CC(OI1(OC(C)=O)(OC(C)=O)OC(=O)C2C=CC=CC1=2)=O.S([O-])([O-])(=O)=S.[Na+].[Na+].C(=O)(O)[O-].[Na+]. (4) Given the product [C:11]([C:10]1[C:5]2[N:4]([CH:15]3[CH2:19][CH2:18][CH2:17][CH2:16]3)[CH:3]=[C:2]([NH:20][C:21]3[CH:22]=[C:23]([CH:28]=[CH:29][CH:30]=3)[C:24]([O:26][CH3:27])=[O:25])[C:6]=2[C:7]([O:13][CH3:14])=[N:8][CH:9]=1)#[N:12], predict the reactants needed to synthesize it. The reactants are: Br[C:2]1[C:6]2[CH:7]([O:13][CH3:14])[NH:8][CH:9]=[C:10]([C:11]#[N:12])[C:5]=2[N:4]([CH:15]2[CH2:19][CH2:18][CH2:17][CH2:16]2)[CH:3]=1.[NH2:20][C:21]1[CH:22]=[C:23]([CH:28]=[CH:29][CH:30]=1)[C:24]([O:26][CH3:27])=[O:25].CC(C)([O-])C.[Na+].O. (5) Given the product [Cl:41][C:38]1[CH:37]=[CH:36][C:35]([CH:8]([C:5]2[CH:6]=[CH:7][C:2]([Cl:1])=[CH:3][CH:4]=2)[C:9]2[CH:10]=[C:11]3[C:16](=[CH:17][CH:18]=2)[N:15]=[C:14]([O:19][CH2:20][C:21]([OH:54])=[O:22])[N:13]=[C:12]3[NH:23][CH2:24][C:25]2[CH:30]=[CH:29][CH:28]=[C:27]([C:31]([F:34])([F:33])[F:32])[CH:26]=2)=[CH:40][CH:39]=1, predict the reactants needed to synthesize it. The reactants are: [Cl:1][C:2]1[CH:7]=[CH:6][C:5]([CH:8]([C:35]2[CH:40]=[CH:39][C:38]([Cl:41])=[CH:37][CH:36]=2)[C:9]2[CH:10]=[C:11]3[C:16](=[CH:17][CH:18]=2)[N:15]=[C:14]([O:19][CH2:20][CH2:21][OH:22])[N:13]=[C:12]3[NH:23][CH2:24][C:25]2[CH:30]=[CH:29][CH:28]=[C:27]([C:31]([F:34])([F:33])[F:32])[CH:26]=2)=[CH:4][CH:3]=1.C1C=C[NH+]=CC=1.C1C=C[NH+]=CC=1.[O-:54][Cr](O[Cr]([O-])(=O)=O)(=O)=O. (6) Given the product [N+:1]([C:4]1[CH:5]=[N:6][N:7]([CH2:16][C:17]([O:19][CH3:20])=[O:18])[CH:8]=1)([O-:3])=[O:2], predict the reactants needed to synthesize it. The reactants are: [N+:1]([C:4]1[CH:5]=[N:6][NH:7][CH:8]=1)([O-:3])=[O:2].C([O-])([O-])=O.[K+].[K+].Cl[CH2:16][C:17]([O:19][CH3:20])=[O:18].